Predict which catalyst facilitates the given reaction. From a dataset of Catalyst prediction with 721,799 reactions and 888 catalyst types from USPTO. (1) Reactant: [I:1][C:2]1[C:3]2[S:9][C:8]([C:10]3[CH:15]=[CH:14][CH:13]=[CH:12][CH:11]=3)=[CH:7][C:4]=2[NH:5][N:6]=1.[C:16](O[C:16]([O:18][C:19]([CH3:22])([CH3:21])[CH3:20])=[O:17])([O:18][C:19]([CH3:22])([CH3:21])[CH3:20])=[O:17]. Product: [C:19]([O:18][C:16]([N:5]1[C:4]2[CH:7]=[C:8]([C:10]3[CH:15]=[CH:14][CH:13]=[CH:12][CH:11]=3)[S:9][C:3]=2[C:2]([I:1])=[N:6]1)=[O:17])([CH3:22])([CH3:21])[CH3:20]. The catalyst class is: 119. (2) Reactant: [CH:1]1([NH:6][C:7]2[N:11]3[N:12]=[CH:13][C:14]([C:15]#[N:16])=[C:10]3[NH:9][C:8]=2[C:17]2[CH:22]=[CH:21][C:20]([CH2:23][CH3:24])=[CH:19][CH:18]=2)[CH2:5][CH2:4][CH2:3][CH2:2]1.[OH2:25]. Product: [NH2:9][C:10]1[N:11](/[C:7](=[N:6]/[CH:1]2[CH2:5][CH2:4][CH2:3][CH2:2]2)/[C:8]([C:17]2[CH:22]=[CH:21][C:20]([CH2:23][CH3:24])=[CH:19][CH:18]=2)=[O:25])[N:12]=[CH:13][C:14]=1[C:15]#[N:16]. The catalyst class is: 16. (3) Reactant: [Cl:1][C:2]1[CH:3]=[C:4]2[C:9](=[CH:10][CH:11]=1)[N:8]([C:12](=[O:26])[CH:13]([NH2:25])[CH:14]([C:16]1[C:24]3[C:19](=[CH:20][CH:21]=[CH:22][CH:23]=3)[NH:18][CH:17]=1)[CH3:15])[CH2:7][C@@H:6]([CH2:27][N:28]([CH3:30])[CH3:29])[CH2:5]2.[CH3:31][N:32]1[C:40]2[C:35](=[CH:36][CH:37]=[CH:38][CH:39]=2)[CH:34]=[C:33]1[C:41]([N:43]1[CH2:48][CH2:47][CH:46]([C:49](O)=[O:50])[CH2:45][CH2:44]1)=[O:42].C1C=CC2N(O)N=NC=2C=1.CCN=C=NCCCN(C)C.C(=O)([O-])[O-].[Na+].[Na+]. Product: [Cl:1][C:2]1[CH:3]=[C:4]2[C:9](=[CH:10][CH:11]=1)[N:8]([C:12]([CH:13]([NH:25][C:49]([CH:46]1[CH2:45][CH2:44][N:43]([C:41]([C:33]3[N:32]([CH3:31])[C:40]4[C:35]([CH:34]=3)=[CH:36][CH:37]=[CH:38][CH:39]=4)=[O:42])[CH2:48][CH2:47]1)=[O:50])[CH:14]([C:16]1[C:24]3[C:19](=[CH:20][CH:21]=[CH:22][CH:23]=3)[NH:18][CH:17]=1)[CH3:15])=[O:26])[CH2:7][C@@H:6]([CH2:27][N:28]([CH3:30])[CH3:29])[CH2:5]2. The catalyst class is: 10. (4) Reactant: C(OC([N:8]([O:28]C(OC(C)(C)C)=O)[C:9]1([CH3:27])[C:13](=[O:14])[N:12]([CH3:15])[N:11]=[C:10]1[C:16]1[CH:21]=[CH:20][C:19]([S:22]([CH3:25])(=[O:24])=[O:23])=[C:18]([F:26])[CH:17]=1)=O)(C)(C)C. Product: [F:26][C:18]1[CH:17]=[C:16]([C:10]2[C:9]([NH:8][OH:28])([CH3:27])[C:13](=[O:14])[N:12]([CH3:15])[N:11]=2)[CH:21]=[CH:20][C:19]=1[S:22]([CH3:25])(=[O:24])=[O:23]. The catalyst class is: 13. (5) Reactant: [CH3:1][O:2][C:3]1[CH:4]=[CH:5][C:6]2[O:10][C:9]([CH:11]([NH:18][C:19]3[CH:24]=[CH:23][C:22]([C:25]([NH:27][CH2:28][CH2:29][C:30]([O:32]CC)=[O:31])=[O:26])=[CH:21][CH:20]=3)[CH2:12][CH2:13][CH2:14][CH2:15][S:16][CH3:17])=[C:8]([CH3:35])[C:7]=2[CH:36]=1.O1CCCC1.[OH-].[Na+]. Product: [CH3:1][O:2][C:3]1[CH:4]=[CH:5][C:6]2[O:10][C:9]([CH:11]([NH:18][C:19]3[CH:20]=[CH:21][C:22]([C:25]([NH:27][CH2:28][CH2:29][C:30]([OH:32])=[O:31])=[O:26])=[CH:23][CH:24]=3)[CH2:12][CH2:13][CH2:14][CH2:15][S:16][CH3:17])=[C:8]([CH3:35])[C:7]=2[CH:36]=1. The catalyst class is: 8. (6) Reactant: C[C:2]1[C:10]([C:11]2[CH:16]=[CH:15][C:14]([O:17][Si:18]([C:21]([CH3:24])([CH3:23])[CH3:22])([CH3:20])[CH3:19])=[CH:13][C:12]=2[CH3:25])=[N:9][CH:8]=[CH:7][C:3]=1[C:4](O)=[O:5].[H-].C([Al+]CC(C)C)C(C)C.CO.C(C(C(C([O-])=O)O)O)([O-])=O.[K+].[Na+]. Product: [Si:18]([O:17][C:14]1[CH:15]=[CH:16][C:11]([C:10]2[CH:2]=[C:3]([CH:7]=[CH:8][N:9]=2)[CH:4]=[O:5])=[C:12]([CH3:25])[CH:13]=1)([C:21]([CH3:24])([CH3:23])[CH3:22])([CH3:19])[CH3:20]. The catalyst class is: 11. (7) Reactant: [S:1]1[CH:5]=[CH:4][CH:3]=[C:2]1[CH2:6][C:7]1[NH:8][CH:9]=[CH:10][CH:11]=1.[OH-].[Na+].[C:14](OCC)(=[O:16])C. The catalyst class is: 3. Product: [S:1]1[CH:5]=[CH:4][CH:3]=[C:2]1[CH2:6][C:7]1[NH:8][C:9]([CH:14]=[O:16])=[CH:10][CH:11]=1. (8) Reactant: [CH3:1][C:2]1[C:9]([N+:10]([O-:12])=[O:11])=[CH:8][CH:7]=[CH:6][C:3]=1[CH2:4]Cl.[CH2:13]([NH2:15])[CH3:14].CO.C([O-])([O-])=O.[K+].[K+]. Product: [CH3:1][C:2]1[C:9]([N+:10]([O-:12])=[O:11])=[CH:8][CH:7]=[CH:6][C:3]=1[CH2:4][NH:15][CH2:13][CH3:14]. The catalyst class is: 49. (9) Reactant: [O:1]1[CH2:6][CH:5]=[C:4]([C:7]2[N:12]=[CH:11][C:10]([C:13]3[CH:18]=[CH:17][C:16]([S:19]([NH:22][C:23]4[C:32]([F:33])=[CH:31][C:26]([C:27]([O:29][CH3:30])=[O:28])=[C:25]([F:34])[CH:24]=4)(=[O:21])=[O:20])=[CH:15][CH:14]=3)=[CH:9][N:8]=2)[CH2:3][CH2:2]1. Product: [F:34][C:25]1[CH:24]=[C:23]([NH:22][S:19]([C:16]2[CH:17]=[CH:18][C:13]([C:10]3[CH:9]=[N:8][C:7]([CH:4]4[CH2:5][CH2:6][O:1][CH2:2][CH2:3]4)=[N:12][CH:11]=3)=[CH:14][CH:15]=2)(=[O:20])=[O:21])[C:32]([F:33])=[CH:31][C:26]=1[C:27]([O:29][CH3:30])=[O:28]. The catalyst class is: 19.